From a dataset of Retrosynthesis with 50K atom-mapped reactions and 10 reaction types from USPTO. Predict the reactants needed to synthesize the given product. (1) Given the product O=C(Nc1ccc(C(=O)N2Cc3ccccc3Sc3ccccc32)cc1)c1ccccc1Cl, predict the reactants needed to synthesize it. The reactants are: Nc1ccc(C(=O)N2Cc3ccccc3Sc3ccccc32)cc1.O=C(Cl)c1ccccc1Cl. (2) Given the product CCOC(=O)COc1nc(SC)nc(Oc2cc(C#N)ccc2OCc2ccccc2)c1[N+](=O)[O-], predict the reactants needed to synthesize it. The reactants are: CCOC(=O)CO.CSc1nc(Cl)c([N+](=O)[O-])c(Oc2cc(C#N)ccc2OCc2ccccc2)n1. (3) Given the product C=CCOc1ccccc1C(C)(C)C, predict the reactants needed to synthesize it. The reactants are: C=CCBr.CC(C)(C)c1ccccc1O. (4) Given the product CCNc1ccccc1, predict the reactants needed to synthesize it. The reactants are: Nc1ccccc1.c1ccc(OP(Oc2ccccc2)Oc2ccccc2)cc1. (5) Given the product O=C(NCc1cccnc1)c1ccc(Nc2ncc(Br)n3ccnc23)cc1, predict the reactants needed to synthesize it. The reactants are: NCc1cccnc1.O=C(O)c1ccc(Nc2ncc(Br)n3ccnc23)cc1. (6) Given the product CN[C@H]1[C@H](O)C[C@H]2[C@@H]3CC=C4C[C@@H](O)CC[C@]4(C)[C@H]3CC[C@@]21C, predict the reactants needed to synthesize it. The reactants are: CN[C@H]1[C@H](O)C[C@H]2[C@@H]3CC=C4C[C@@H](OC(C)=O)CC[C@]4(C)[C@H]3CC[C@@]21C. (7) Given the product CC(C)(C)OC(=O)Nc1cc(C2CC2)c2[nH]ccc2c1, predict the reactants needed to synthesize it. The reactants are: CC(C)(C)OC(=O)OC(=O)OC(C)(C)C.Nc1cc(C2CC2)c2[nH]ccc2c1.